This data is from B-cell epitopes from IEDB database with 3,159 antigens for binding position prediction. The task is: Token-level Classification. Given an antigen amino acid sequence, predict which amino acid positions are active epitope sites capable of antibody binding. Output is a list of indices for active positions. (1) Given the antigen sequence: MSILKIHAREIFDSRGNPTVEVDLFTSKGLFRAAVPSGASTGIYEALELRDNDKTRYMGKGVSKAVEHINKTIAPALVSKKLNVTEQEKIDKLMIEMDGTENKSKFGANAILGVSLAVCKAGAVEKGVPLYRHIADLAGNSEVILPVPAFNVINGGSHAGNKLAMQEFMILPVGAANFREAMRIGAEVYHNLKNVIKERYGKDATNVGDEGGFAPNILENKEGLELLKTAIGKAGYTDKVVIGMDVAASEFFRSGKYDLDFKSPDDPSRYISPDQLADLYKSFIKDYPVVSIEDPFDQDDWGAWQKFTASAGIQVVGDDLTVTNPKRIAKAVNEKSCNCLLLKVNQIGSVTESLQACKLAQANGWGVMVSHRSGETEDTFIADLVVGLCTGQIKTGAPCRSERLAKYNQLLRIEEELGSKAKFAGRNFRNPLAK, which amino acid positions are active epitope sites? The epitope positions are: [421, 422, 423, 424, 425, 426, 427, 428, 429, 430, 431, 432, 433]. The amino acids at these positions are: KFAGRNFRNPLAK. (2) Given the antigen sequence: MLRGPGPGLLLLAVQCLGTAVPSTGASKSKRQAQQMVQPQSPVAVSQSKPGCYDNGKHYQINQQWERTYLGNALVCTCYGGSRGFNCESKPEAEETCFDKYTGNTYRVGDTYERPKDSMIWDCTCIGAGRGRISCTIANRCHEGGQSYKIGDTWRRPHETGGYMLECVCLGNGKGEWTCKPIAEKCFDHAAGTSYVVGETWEKPYQGWMMVDCTCLGEGSGRITCTSRNRCNDQDTRTSYRIGDTWSKKDNRGNLLQCICTGNGRGEWKCERHTSVQTTSSGSGPFTDVRAAVYQPQPHPQPPPYGHCVTDSGVVYSVGMQWLKTQGNKQMLCTCLGNGVSCQETAVTQTYGGNSNGEPCVLPFTYNGRTFYSCTTEGRQDGHLWCSTTSNYEQDQKYSFCTDHTVLVQTRGGNSNGALCHFPFLYNNHNYTDCTSEGRRDNMKWCGTTQNYDADQKFGFCPMAAHEEICTTNEGVMYRIGDQWDKQHDMGHMMRCTCVG..., which amino acid positions are active epitope sites? The epitope positions are: [2349, 2350, 2351, 2352, 2353, 2354, 2355, 2356, 2357, 2358, 2359, 2360, 2361]. The amino acids at these positions are: YNQYSQRYHQRTN. (3) Given the antigen sequence: MNNQRKKARNTPFNMLKRERNRVSTVQQLTKRFSLGMLQGRGPLKLFMALVAFLRFLTIPPTAGILKRWGTIKKSKAINVLRGFRKEIGRMLNILNRRRRTAGMIIMLIPTVMAFHLTTRNGEPHMIVSRQEKGKSLLFKTEDGVNMCTLMAMDLGELCEDTITYKCPFLRQNEPEDIDCWCNSTSTWVTYGTCTTTGEHRREKRSVALVPHVGMGLETRTETWMSSEGAWKHAQRIETWILRHPGFTIMAAILAYTIGTTHFQRALIFILLTAVAPSMTMRCIGISNRDFVEGVSGGSWVDIVLEHGSCVTTMAKNKPTLDFELIKTEAKQPATLRKYCIEAKLTNTTTDSRCPTQGEPSLNEEQDKRFVCKHSMVDRGWGNGCGLFGKGGIVTCAMFTCKKNMKGKVVQPENLEYTIVITPHSGEEHAVGNDTGKHGKEIKITPQSSITEAELTGYGTVTMECSPRTGLDFNEMVLLQMENKAWLVHRQWFLDLPLPW..., which amino acid positions are active epitope sites? The epitope positions are: [370, 371, 372, 373, 374, 375, 376, 377, 378, 379, 380, 381]. The amino acids at these positions are: VCKHSMVDRGWG. (4) Given the antigen sequence: MAYWWWRRRRRAPWRRRRRWRTRRTRRRRAAFRRRGRRRRVRKRRGRWRRR, which amino acid positions are active epitope sites? The epitope positions are: [11, 12, 13, 14, 15, 16, 17, 18, 19, 20, 21, 22, 23, 24, 25]. The amino acids at these positions are: APWRRRRRWRTRRTR. (5) Given the antigen sequence: MKLKKTIGAMALTTMFVAMSASAVEKNITVTASVDPTIDILQADGSSLPTAVELTYSPAASRFENYKIATKVHTNVINKNVLVKLVNDPKLTNVLDSTKQLPITVSYGGKTLSTADVTFEPAELNFGTSGVTGVSSSQDLVIGATTAQAPTAGNYSGVVSILMTLAS, which amino acid positions are active epitope sites? The epitope positions are: [78, 79, 80, 81, 82, 83, 84, 85]. The amino acids at these positions are: KNVLVKLV. (6) Given the antigen sequence: MDSNTVSSFQVDCFLWHVRKRFADQELGDAPFLDRLRRDQKSLRGRGSTLGLDIKTATRAGKQIAERVLEEESDEALKMAIASAPASRYLTDMTLEEMSRDWLMLMPKQKVAGSLCIRMDQAIMDKNITLKANFSVIFDRLETLILLRAFTEEGAIVGEISPLPSLPGHTDEDVKNAIGVLIGGLEWNDNTVRVSEALQRFAWRSSNEDGRPPLPSKQKRKMARTIEPEV, which amino acid positions are active epitope sites? The epitope positions are: [27, 28, 29, 30, 31, 32, 33, 34, 35, 36]. The amino acids at these positions are: GDAPFLDRLR.